Dataset: Reaction yield outcomes from USPTO patents with 853,638 reactions. Task: Predict the reaction yield, written as a fraction of the theoretical maximum amount of product (1.0 means a 100% yield; for example, 0.34 means a 34% yield). (1) The reactants are C(OC([N:8]1[CH2:13][CH2:12][N:11]([C:14]2[CH:19]=[CH:18][C:17]([O:20][C:21]3[CH:26]=[CH:25][C:24]([I:27])=[CH:23][CH:22]=3)=[CH:16][CH:15]=2)[CH2:10][CH2:9]1)=O)(C)(C)C.[ClH:28]. The catalyst is O1CCOCC1. The product is [ClH:28].[I:27][C:24]1[CH:25]=[CH:26][C:21]([O:20][C:17]2[CH:16]=[CH:15][C:14]([N:11]3[CH2:10][CH2:9][NH:8][CH2:13][CH2:12]3)=[CH:19][CH:18]=2)=[CH:22][CH:23]=1. The yield is 0.950. (2) The reactants are [Cl:1][C:2]1[CH:3]=[C:4]([NH2:19])[CH:5]=[CH:6][C:7]=1[S:8][C:9]1[CH:18]=[CH:17][C:16]2[C:11](=[CH:12][CH:13]=[CH:14][CH:15]=2)[CH:10]=1.N1C=CC=CC=1.[Cl:26][C:27]1[CH:32]=[C:31]([C:33]([F:36])([F:35])[F:34])[CH:30]=[CH:29][C:28]=1[S:37](Cl)(=[O:39])=[O:38]. The catalyst is C1COCC1. The product is [Cl:26][C:27]1[CH:32]=[C:31]([C:33]([F:35])([F:34])[F:36])[CH:30]=[CH:29][C:28]=1[S:37]([NH:19][C:4]1[CH:5]=[CH:6][C:7]([S:8][C:9]2[CH:18]=[CH:17][C:16]3[C:11](=[CH:12][CH:13]=[CH:14][CH:15]=3)[CH:10]=2)=[C:2]([Cl:1])[CH:3]=1)(=[O:39])=[O:38]. The yield is 0.900. (3) The reactants are [N+:1]([C:4]1[CH:12]=[CH:11][C:7]([C:8]([OH:10])=[O:9])=[CH:6][CH:5]=1)([O-:3])=[O:2].[C:13]([O:17][CH3:18])(=[O:16])[C:14]#[CH:15]. The catalyst is C(#N)C. The product is [N+:1]([C:4]1[CH:5]=[CH:6][C:7]([C:8]([O:10][CH:15]=[CH:14][C:13]([O:17][CH3:18])=[O:16])=[O:9])=[CH:11][CH:12]=1)([O-:3])=[O:2]. The yield is 0.839.